Dataset: Experimentally validated miRNA-target interactions with 360,000+ pairs, plus equal number of negative samples. Task: Binary Classification. Given a miRNA mature sequence and a target amino acid sequence, predict their likelihood of interaction. The miRNA is hsa-miR-548f-5p with sequence UGCAAAAGUAAUCACAGUUUUU. The protein sequence of the target gene is MLGAWAVEGTAVALLRLLLLLLPPAIRGPGLGVAGVAGAAGAGLPESVIWAVNAGGEAHVDVHGIHFRKDPLEGRVGRASDYGMKLPILRSNPEDQILYQTERYNEETFGYEVPIKEEGDYVLVLKFAEVYFAQSQQKVFDVRLNGHVVVKDLDIFDRVGHSTAHDEIIPMSIRKGKLSVQGEVSTFTGKLYIEFVKGYYDNPKVCALYIMAGTVDDVPKLQPHPGLEKKEEEEEEEEYDEGSNLKKQTNKNRVQSGPRTPNPYASDNSSLMFPILVAFGVFIPTLFCLCRL. Result: 1 (interaction).